From a dataset of hERG Central: cardiac toxicity at 1µM, 10µM, and general inhibition. Predict hERG channel inhibition at various concentrations. (1) The compound is COc1ccc(C(=O)NC2CC2)cc1OC1CCN(Cc2ccccc2F)CC1. Results: hERG_inhib (hERG inhibition (general)): blocker. (2) The compound is O=C(NCCCn1ccnc1)/C(=C\c1ccc(Br)cc1)NC(=O)c1ccccc1F. Results: hERG_inhib (hERG inhibition (general)): blocker. (3) The compound is Cc1cccc(C)c1NC(=O)C(NC=O)c1ccccc1. Results: hERG_inhib (hERG inhibition (general)): blocker.